From a dataset of Reaction yield outcomes from USPTO patents with 853,638 reactions. Predict the reaction yield, written as a fraction of the theoretical maximum amount of product (1.0 means a 100% yield; for example, 0.34 means a 34% yield). The reactants are [H-].[Al+3].[Li+].[H-].[H-].[H-].C(OC([NH:18][C@H:19]([CH2:24][C:25]1[CH:30]=[CH:29][CH:28]=[CH:27][CH:26]=1)[CH2:20][C:21](O)=[O:22])=O)(=O)C1C=CC=CC=1.C(OC(N[C@H](CC1C=CC=CC=1)CCO)=O)C1C=CC=CC=1.C([O-])=O.[NH4+]. The catalyst is O1CCCC1.CO.[OH-].[OH-].[Pd+2].O.C(OCC)(=O)C. The product is [NH2:18][C@H:19]([CH2:24][C:25]1[CH:30]=[CH:29][CH:28]=[CH:27][CH:26]=1)[CH2:20][CH2:21][OH:22]. The yield is 0.870.